This data is from Full USPTO retrosynthesis dataset with 1.9M reactions from patents (1976-2016). The task is: Predict the reactants needed to synthesize the given product. (1) Given the product [Br:1][C:2]1[CH:3]=[C:4]([Cl:11])[C:5]([C:8]([N:24]([O:25][CH3:26])[CH3:23])=[O:9])=[N:6][CH:7]=1, predict the reactants needed to synthesize it. The reactants are: [Br:1][C:2]1[CH:3]=[C:4]([Cl:11])[C:5]([C:8](O)=[O:9])=[N:6][CH:7]=1.ON1C2C=CC=CC=2N=N1.Cl.[CH3:23][NH:24][O:25][CH3:26].C(N(CC)CC)C. (2) Given the product [CH3:1][C:2]1[CH:7]=[CH:6][C:5]([S:8]([O:11][CH2:12][CH:13]2[CH2:17][C:16]3[CH:18]=[CH:19][CH:20]=[C:21]([C:25]4[CH:26]=[CH:27][CH:28]=[CH:29][C:24]=4[CH3:23])[C:15]=3[O:14]2)(=[O:10])=[O:9])=[CH:4][CH:3]=1, predict the reactants needed to synthesize it. The reactants are: [CH3:1][C:2]1[CH:7]=[CH:6][C:5]([S:8]([O:11][CH2:12][CH:13]2[CH2:17][C:16]3[CH:18]=[CH:19][CH:20]=[C:21](Br)[C:15]=3[O:14]2)(=[O:10])=[O:9])=[CH:4][CH:3]=1.[CH3:23][C:24]1[CH:29]=[CH:28][CH:27]=[CH:26][C:25]=1B(O)O.C(=O)([O-])[O-].[K+].[K+]. (3) Given the product [CH3:12][C:2]1[CH:3]=[CH:4][C:5]([S:8]([OH:11])(=[O:10])=[O:9])=[CH:6][CH:7]=1.[CH3:13][O:14][C@H:15]1[CH2:19][CH2:18][NH:17][CH2:16]1, predict the reactants needed to synthesize it. The reactants are: O.[C:2]1([CH3:12])[CH:7]=[CH:6][C:5]([S:8]([OH:11])(=[O:10])=[O:9])=[CH:4][CH:3]=1.[CH3:13][O:14][C@H:15]1[CH2:19][CH2:18][N:17](C(OC(C)(C)C)=O)[CH2:16]1. (4) Given the product [CH2:7]([N:9]([CH2:10][CH3:11])[C:41](=[O:43])[CH2:40][CH2:39][C:37]1[NH:36][C:35](=[O:46])[C:34]2([CH2:33][CH2:32][N:31]([C:29]([C:21]3[C:22]4[CH:28]=[CH:27][CH:26]=[CH:25][C:23]=4[S:24][C:20]=3[NH:19][C:18]([NH:17][CH2:15][CH3:16])=[O:49])=[O:30])[CH2:48][CH2:47]2)[N:38]=1)[CH3:8], predict the reactants needed to synthesize it. The reactants are: CCCCCC.[CH2:7]([N:9]([Al](C)C)[CH2:10][CH3:11])[CH3:8].[CH2:15]([NH:17][C:18](=[O:49])[NH:19][C:20]1[S:24][C:23]2[CH:25]=[CH:26][CH:27]=[CH:28][C:22]=2[C:21]=1[C:29]([N:31]1[CH2:48][CH2:47][C:34]2([N:38]=[C:37]([CH2:39][CH2:40][C:41]([O:43]CC)=O)[NH:36][C:35]2=[O:46])[CH2:33][CH2:32]1)=[O:30])[CH3:16]. (5) Given the product [CH3:9][S:8][C:7]1[C:2]([N:23]2[CH2:28][CH2:27][O:26][CH2:25][CH2:24]2)=[N:3][C:4]([C:16]2[CH:21]=[CH:20][C:19]([NH2:22])=[CH:18][CH:17]=2)=[N:5][C:6]=1[N:10]1[CH2:15][CH2:14][O:13][CH2:12][CH2:11]1, predict the reactants needed to synthesize it. The reactants are: Cl[C:2]1[C:7]([S:8][CH3:9])=[C:6]([N:10]2[CH2:15][CH2:14][O:13][CH2:12][CH2:11]2)[N:5]=[C:4]([C:16]2[CH:21]=[CH:20][C:19]([NH2:22])=[CH:18][CH:17]=2)[N:3]=1.[NH:23]1[CH2:28][CH2:27][O:26][CH2:25][CH2:24]1.C(N(CC)CC)C.